Task: Predict the reactants needed to synthesize the given product.. Dataset: Full USPTO retrosynthesis dataset with 1.9M reactions from patents (1976-2016) (1) Given the product [CH:1]1[C:13]2[N:12]([CH2:20][CH2:21][OH:22])[C:11]3[C:6](=[CH:7][CH:8]=[CH:9][CH:10]=3)[C:5]=2[CH:4]=[CH:3][N:2]=1, predict the reactants needed to synthesize it. The reactants are: [CH:1]1[C:13]2[NH:12][C:11]3[C:6](=[CH:7][CH:8]=[CH:9][CH:10]=3)[C:5]=2[CH:4]=[CH:3][N:2]=1.C([Li])CCC.C1C[O:22][CH2:21][CH2:20]1. (2) Given the product [CH2:1]([N:8]1[CH2:11][CH:10]([SH:12])[CH2:9]1)[C:2]1[CH:3]=[CH:4][CH:5]=[CH:6][CH:7]=1, predict the reactants needed to synthesize it. The reactants are: [CH2:1]([N:8]1[CH2:11][CH:10]([S:12]C(=O)C)[CH2:9]1)[C:2]1[CH:7]=[CH:6][CH:5]=[CH:4][CH:3]=1.[OH-].[Na+].Cl. (3) Given the product [Cl:1][C:2]1[CH:3]=[C:4]2[C:8](=[C:9]([Cl:11])[CH:10]=1)[NH:7][CH:6]=[C:5]2[CH2:16][CH2:17][NH:18][C:19](=[O:34])[C:20]1[CH:25]=[CH:24][CH:23]=[C:22]([CH2:26][C:27]2[CH:32]=[CH:31][CH:30]=[C:29]([F:33])[CH:28]=2)[CH:21]=1, predict the reactants needed to synthesize it. The reactants are: [Cl:1][C:2]1[CH:3]=[C:4]2[C:8](=[C:9]([Cl:11])[CH:10]=1)[NH:7][C:6]([Si](C)(C)C)=[C:5]2[CH2:16][CH2:17][NH:18][C:19](=[O:34])[C:20]1[CH:25]=[CH:24][CH:23]=[C:22]([CH2:26][C:27]2[CH:32]=[CH:31][CH:30]=[C:29]([F:33])[CH:28]=2)[CH:21]=1.[F-].C([N+](CCCC)(CCCC)CCCC)CCC.